Dataset: Experimentally validated miRNA-target interactions with 360,000+ pairs, plus equal number of negative samples. Task: Binary Classification. Given a miRNA mature sequence and a target amino acid sequence, predict their likelihood of interaction. (1) The miRNA is hsa-miR-124-3p with sequence UAAGGCACGCGGUGAAUGCCAA. The protein sequence of the target gene is MKAFSPVRSVRKNSLSDHSLGISRSKTPVDDPMSLLYNMNDCYSKLKELVPSIPQNKKVSKMEILQHVIDYILDLQIALDSHPTIVSLHHQRPGQNQASRTPLTTLNTDISILSLQASEFPSELMSNDSKALCG. Result: 1 (interaction). (2) The miRNA is hsa-miR-6755-5p with sequence UAGGGUAGACACUGACAACGUU. The protein sequence of the target gene is MQLQASLSFLLILTLCLELRSELARDTIKDLLPNVCAFPMEKGPCQTYMTRWFFNFETGECELFAYGGCGGNSNNFLRKEKCEKFCKFT. Result: 0 (no interaction).